From a dataset of Reaction yield outcomes from USPTO patents with 853,638 reactions. Predict the reaction yield, written as a fraction of the theoretical maximum amount of product (1.0 means a 100% yield; for example, 0.34 means a 34% yield). (1) The reactants are [NH2:1][C:2]1[C:7]([NH2:8])=[CH:6][C:5]([CH3:9])=[CH:4][N:3]=1.Br[CH:11]([CH3:15])[C:12](=O)[CH3:13].C(N(CC)CC)C. The catalyst is C(O)C. The product is [NH2:8][C:7]1[C:2]2[N:3]([C:11]([CH3:15])=[C:12]([CH3:13])[N:1]=2)[CH:4]=[C:5]([CH3:9])[CH:6]=1. The yield is 0.370. (2) The reactants are [Cl:1][C:2]1[N:3]=[C:4](Cl)[C:5]2[O:10][CH:9]=[CH:8][C:6]=2[N:7]=1.[C:12]([CH:14]1[CH2:16][CH2:15]1)#[CH:13]. The catalyst is C1COCC1.Cl[Pd](Cl)([P](C1C=CC=CC=1)(C1C=CC=CC=1)C1C=CC=CC=1)[P](C1C=CC=CC=1)(C1C=CC=CC=1)C1C=CC=CC=1.[Cu]I.C1C=CC(P(C2C=CC=CC=2)C2C=CC=CC=2)=CC=1. The product is [Cl:1][C:2]1[N:3]=[C:4]([C:13]#[C:12][CH:14]2[CH2:16][CH2:15]2)[C:5]2[O:10][CH:9]=[CH:8][C:6]=2[N:7]=1. The yield is 0.260. (3) The reactants are [Cl:1][C:2]1[CH:7]=[CH:6][CH:5]=[CH:4][C:3]=1[N:8]1[C:12]([S:13][C:14]2[CH:19]=[CH:18][C:17]([CH3:20])=[CH:16][N:15]=2)=[CH:11][C:10]([C:21](OCC)=[O:22])=[N:9]1.[H-].C([Al+]CC(C)C)C(C)C.C1(C)C=CC=CC=1.[OH-].[Na+]. The catalyst is O1CCCC1. The product is [Cl:1][C:2]1[CH:7]=[CH:6][CH:5]=[CH:4][C:3]=1[N:8]1[C:12]([S:13][C:14]2[CH:19]=[CH:18][C:17]([CH3:20])=[CH:16][N:15]=2)=[CH:11][C:10]([CH:21]=[O:22])=[N:9]1. The yield is 0.800. (4) The reactants are [Si]([O:8][CH2:9][C:10]1[CH:11]=[C:12]([N:25]([CH2:36][CH2:37][O:38][CH2:39][CH2:40][O:41][CH2:42][CH2:43][O:44][CH3:45])[C:26](=[O:35])[CH2:27][CH2:28][C:29]([CH3:34])([S:31][S:32][CH3:33])[CH3:30])[CH:13]=[C:14]([CH2:16][O:17][Si](C(C)(C)C)(C)C)[CH:15]=1)(C(C)(C)C)(C)C.N1C=CC=CC=1. The catalyst is C(#N)C.C(OCC)(=O)C. The product is [OH:8][CH2:9][C:10]1[CH:11]=[C:12]([N:25]([CH2:36][CH2:37][O:38][CH2:39][CH2:40][O:41][CH2:42][CH2:43][O:44][CH3:45])[C:26](=[O:35])[CH2:27][CH2:28][C:29]([CH3:34])([S:31][S:32][CH3:33])[CH3:30])[CH:13]=[C:14]([CH2:16][OH:17])[CH:15]=1. The yield is 0.890. (5) The yield is 0.600. The reactants are [Cl:1][C:2]1[CH:3]=[C:4]([CH:20]=[CH:21][CH:22]=1)[CH2:5][O:6][C:7]1[CH:16]=[C:15]2[C:10]([CH:11]=[C:12]([C:17](Cl)=[O:18])[CH:13]=[N:14]2)=[CH:9][CH:8]=1.[NH2:23][CH2:24][CH2:25][NH:26][C:27](=[O:33])[O:28][C:29]([CH3:32])([CH3:31])[CH3:30].C(N(CC)CC)C. The catalyst is C1COCC1. The product is [Cl:1][C:2]1[CH:3]=[C:4]([CH:20]=[CH:21][CH:22]=1)[CH2:5][O:6][C:7]1[CH:16]=[C:15]2[C:10]([CH:11]=[C:12]([C:17]([NH:23][CH2:24][CH2:25][NH:26][C:27](=[O:33])[O:28][C:29]([CH3:31])([CH3:30])[CH3:32])=[O:18])[CH:13]=[N:14]2)=[CH:9][CH:8]=1. (6) The reactants are [F:1][C:2]([F:19])([F:18])[C:3]1[CH:8]=[CH:7][C:6]([C:9](=O)[CH2:10][C:11](=O)[C:12]([F:15])([F:14])[F:13])=[CH:5][CH:4]=1.[NH2:20][C:21]1[C:25]([C:26]2[CH:31]=[C:30]([CH3:32])[N:29]=[C:28]([CH3:33])[CH:27]=2)=[CH:24][NH:23][N:22]=1. No catalyst specified. The product is [F:1][C:2]([F:19])([F:18])[C:3]1[CH:8]=[CH:7][C:6]([C:9]2[CH:10]=[C:11]([C:12]([F:15])([F:14])[F:13])[N:22]3[N:23]=[CH:24][C:25]([C:26]4[CH:31]=[C:30]([CH3:32])[N:29]=[C:28]([CH3:33])[CH:27]=4)=[C:21]3[N:20]=2)=[CH:5][CH:4]=1. The yield is 0.470. (7) The reactants are [I-].[Na+].I.[CH2:4]([N:11]1[CH2:20][CH2:19][C:18]2[C:17](Cl)=[N:16][C:15]([S:22][CH3:23])=[N:14][C:13]=2[CH2:12]1)[C:5]1[CH:10]=[CH:9][CH:8]=[CH:7][CH:6]=1.[NH2:24][C:25]1[CH:30]=[CH:29][C:28]([C:31]([F:34])([F:33])[F:32])=[CH:27][CH:26]=1. The catalyst is O1CCOCC1. The product is [CH2:4]([N:11]1[CH2:20][CH2:19][C:18]2[C:17]([NH:24][C:25]3[CH:30]=[CH:29][C:28]([C:31]([F:32])([F:33])[F:34])=[CH:27][CH:26]=3)=[N:16][C:15]([S:22][CH3:23])=[N:14][C:13]=2[CH2:12]1)[C:5]1[CH:10]=[CH:9][CH:8]=[CH:7][CH:6]=1. The yield is 0.730. (8) The reactants are [Br:1][C:2]1[C:11]([F:12])=[C:10]2[C:5]([C:6]([N:16]3[CH2:21][CH2:20][N:19]([C:22]([O:24][C:25]([CH3:28])([CH3:27])[CH3:26])=[O:23])[CH2:18][CH2:17]3)=[N:7][C:8]([C:13]([OH:15])=O)=[N:9]2)=[CH:4][C:3]=1[Cl:29].[NH4+].[Cl-].F[P-](F)(F)(F)(F)F.[N:39]1(O[P+](N(C)C)(N(C)C)N(C)C)C2C=CC=CC=2N=N1.CCN(C(C)C)C(C)C. The catalyst is CN(C=O)C.C(Cl)Cl. The product is [Br:1][C:2]1[C:11]([F:12])=[C:10]2[C:5]([C:6]([N:16]3[CH2:21][CH2:20][N:19]([C:22]([O:24][C:25]([CH3:28])([CH3:27])[CH3:26])=[O:23])[CH2:18][CH2:17]3)=[N:7][C:8]([C:13](=[O:15])[NH2:39])=[N:9]2)=[CH:4][C:3]=1[Cl:29]. The yield is 0.635. (9) The reactants are Br[CH:2]([C:14]1[CH:19]=[CH:18][CH:17]=[CH:16][CH:15]=1)[C:3]([C:5]1[C:13]2[C:8](=[CH:9][CH:10]=[CH:11][CH:12]=2)[NH:7][CH:6]=1)=[O:4].[F:20][C:21]1[CH:27]=[CH:26][C:24]([NH2:25])=[CH:23][C:22]=1[O:28][CH3:29].C(N(CC)CC)C. The catalyst is C(#N)C. The product is [F:20][C:21]1[CH:27]=[CH:26][C:24]([NH:25][CH:2]([C:14]2[CH:19]=[CH:18][CH:17]=[CH:16][CH:15]=2)[C:3]([C:5]2[C:13]3[C:8](=[CH:9][CH:10]=[CH:11][CH:12]=3)[NH:7][CH:6]=2)=[O:4])=[CH:23][C:22]=1[O:28][CH3:29]. The yield is 0.940.